From a dataset of NCI-60 drug combinations with 297,098 pairs across 59 cell lines. Regression. Given two drug SMILES strings and cell line genomic features, predict the synergy score measuring deviation from expected non-interaction effect. (1) Drug 1: CC1C(C(=O)NC(C(=O)N2CCCC2C(=O)N(CC(=O)N(C(C(=O)O1)C(C)C)C)C)C(C)C)NC(=O)C3=C4C(=C(C=C3)C)OC5=C(C(=O)C(=C(C5=N4)C(=O)NC6C(OC(=O)C(N(C(=O)CN(C(=O)C7CCCN7C(=O)C(NC6=O)C(C)C)C)C)C(C)C)C)N)C. Drug 2: B(C(CC(C)C)NC(=O)C(CC1=CC=CC=C1)NC(=O)C2=NC=CN=C2)(O)O. Cell line: EKVX. Synergy scores: CSS=36.6, Synergy_ZIP=0.547, Synergy_Bliss=-2.48, Synergy_Loewe=-2.06, Synergy_HSA=-2.90. (2) Drug 2: CC1CCC2CC(C(=CC=CC=CC(CC(C(=O)C(C(C(=CC(C(=O)CC(OC(=O)C3CCCCN3C(=O)C(=O)C1(O2)O)C(C)CC4CCC(C(C4)OC)O)C)C)O)OC)C)C)C)OC. Synergy scores: CSS=48.5, Synergy_ZIP=-6.09, Synergy_Bliss=-6.03, Synergy_Loewe=1.88, Synergy_HSA=3.15. Cell line: DU-145. Drug 1: C1=C(C(=O)NC(=O)N1)F. (3) Drug 1: CC1=CC2C(CCC3(C2CCC3(C(=O)C)OC(=O)C)C)C4(C1=CC(=O)CC4)C. Drug 2: CCN(CC)CCNC(=O)C1=C(NC(=C1C)C=C2C3=C(C=CC(=C3)F)NC2=O)C. Cell line: RPMI-8226. Synergy scores: CSS=10.4, Synergy_ZIP=2.22, Synergy_Bliss=8.63, Synergy_Loewe=3.72, Synergy_HSA=3.89. (4) Cell line: MCF7. Drug 2: CN1C2=C(C=C(C=C2)N(CCCl)CCCl)N=C1CCCC(=O)O.Cl. Drug 1: CC=C1C(=O)NC(C(=O)OC2CC(=O)NC(C(=O)NC(CSSCCC=C2)C(=O)N1)C(C)C)C(C)C. Synergy scores: CSS=43.7, Synergy_ZIP=0.944, Synergy_Bliss=1.54, Synergy_Loewe=-45.2, Synergy_HSA=0.800.